This data is from Catalyst prediction with 721,799 reactions and 888 catalyst types from USPTO. The task is: Predict which catalyst facilitates the given reaction. (1) Reactant: [CH:1]1([C:4]2[C:9]3[CH2:10][O:11][C:12]([CH3:15])([CH3:14])[CH2:13][C:8]=3[C:7]([C:16]#[N:17])=[C:6]([N:18]3[CH2:23][CH2:22][N:21]([C:24](=[O:28])[CH2:25][CH2:26]O)[C@H:20]([CH:29]([CH3:31])[CH3:30])[CH2:19]3)[N:5]=2)[CH2:3][CH2:2]1.CCN(S(F)(F)[F:38])CC. Product: [CH:1]1([C:4]2[C:9]3[CH2:10][O:11][C:12]([CH3:15])([CH3:14])[CH2:13][C:8]=3[C:7]([C:16]#[N:17])=[C:6]([N:18]3[CH2:23][CH2:22][N:21]([C:24](=[O:28])[CH2:25][CH2:26][F:38])[C@H:20]([CH:29]([CH3:31])[CH3:30])[CH2:19]3)[N:5]=2)[CH2:3][CH2:2]1. The catalyst class is: 2. (2) Reactant: [Br:1][C:2]1[S:6][C:5]([S:7](Cl)(=[O:9])=[O:8])=[CH:4][CH:3]=1.[NH2:11][C:12]1[CH:17]=[CH:16][N:15]=[CH:14][CH:13]=1. Product: [N:15]1[CH:16]=[CH:17][C:12]([NH:11][S:7]([C:5]2[S:6][C:2]([Br:1])=[CH:3][CH:4]=2)(=[O:9])=[O:8])=[CH:13][CH:14]=1. The catalyst class is: 341. (3) Reactant: [CH2:1]([N:8]1[C@@H:13]2[C@H:14]([C:16]3[NH:20][N:19]=[N:18][N:17]=3)[CH2:15][C@@:9]1([C:40]1[CH:45]=[CH:44][CH:43]=[CH:42][CH:41]=1)[C@H:10]([O:21][C@H:22]([C:26]1[CH:31]=[C:30]([C:32]([F:35])([F:34])[F:33])[CH:29]=[C:28]([C:36]([F:39])([F:38])[F:37])[CH:27]=1)[CH2:23][O:24][CH3:25])[CH2:11][CH2:12]2)[C:2]1[CH:7]=[CH:6][CH:5]=[CH:4][CH:3]=1.CI.[C:48](=O)([O-])[O-].[K+].[K+]. Product: [CH2:1]([N:8]1[C@@H:13]2[C@H:14]([C:16]3[NH:17][N:18]([CH3:48])[NH:19][N:20]=3)[CH2:15][C@@:9]1([C:40]1[CH:45]=[CH:44][CH:43]=[CH:42][CH:41]=1)[C@H:10]([O:21][C@H:22]([C:26]1[CH:31]=[C:30]([C:32]([F:33])([F:34])[F:35])[CH:29]=[C:28]([C:36]([F:38])([F:39])[F:37])[CH:27]=1)[CH2:23][O:24][CH3:25])[CH2:11][CH2:12]2)[C:2]1[CH:7]=[CH:6][CH:5]=[CH:4][CH:3]=1. The catalyst class is: 10. (4) Reactant: [Cl:1][C:2]1[CH:3]=[C:4]([CH:25]=[CH:26][N:27]=1)[C:5]([NH:7][C:8]1[CH:9]=[C:10]2[C:14](=[CH:15][C:16]=1[N+:17]([O-])=O)[N:13]([CH2:20][CH3:21])[C:12](=[O:22])[C:11]2([CH3:24])[CH3:23])=O. Product: [Cl:1][C:2]1[CH:3]=[C:4]([C:5]2[NH:7][C:8]3=[CH:9][C:10]4[C:11]([CH3:24])([CH3:23])[C:12](=[O:22])[N:13]([CH2:20][CH3:21])[C:14]=4[CH:15]=[C:16]3[N:17]=2)[CH:25]=[CH:26][N:27]=1. The catalyst class is: 181. (5) Reactant: [C:1]([O:5][C:6]([N:8]1[C:17]2[C:12](=[CH:13][CH:14]=[C:15]([N+:18]([O-])=O)[CH:16]=2)[C:11]([CH3:22])([CH3:21])[CH2:10][CH2:9]1)=[O:7])([CH3:4])([CH3:3])[CH3:2]. Product: [NH2:18][C:15]1[CH:16]=[C:17]2[C:12]([C:11]([CH3:22])([CH3:21])[CH2:10][CH2:9][N:8]2[C:6]([O:5][C:1]([CH3:4])([CH3:3])[CH3:2])=[O:7])=[CH:13][CH:14]=1. The catalyst class is: 19. (6) Reactant: Br[CH2:2][C:3]1[CH:10]=[CH:9][C:6]([C:7]#[N:8])=[CH:5][CH:4]=1.[CH3:11][N:12]([CH3:19])[CH:13]1[CH2:18][CH2:17][NH:16][CH2:15][CH2:14]1.C([O-])([O-])=O.[K+].[K+]. Product: [CH3:11][N:12]([CH3:19])[CH:13]1[CH2:18][CH2:17][N:16]([CH2:2][C:3]2[CH:10]=[CH:9][C:6]([C:7]#[N:8])=[CH:5][CH:4]=2)[CH2:15][CH2:14]1. The catalyst class is: 18. (7) Reactant: [CH:1]1([N:13]2[CH2:18][CH2:17][CH:16]([NH:19][C:20]3[C:21]([NH2:26])=[CH:22][CH:23]=[CH:24][CH:25]=3)[CH2:15][CH2:14]2)[C:11]2=[C:12]3[C:7](=[CH:8][CH:9]=[CH:10]2)[CH:6]=[CH:5][CH:4]=[C:3]3[CH2:2]1.C(N(CC)CC)C.[C:34](N1C=CN=C1)(N1C=CN=C1)=[S:35].O. Product: [CH:1]1([N:13]2[CH2:14][CH2:15][CH:16]([N:19]3[C:20]4[CH:25]=[CH:24][CH:23]=[CH:22][C:21]=4[NH:26][C:34]3=[S:35])[CH2:17][CH2:18]2)[C:11]2=[C:12]3[C:7](=[CH:8][CH:9]=[CH:10]2)[CH:6]=[CH:5][CH:4]=[C:3]3[CH2:2]1. The catalyst class is: 1.